Dataset: Peptide-MHC class I binding affinity with 185,985 pairs from IEDB/IMGT. Task: Regression. Given a peptide amino acid sequence and an MHC pseudo amino acid sequence, predict their binding affinity value. This is MHC class I binding data. (1) The peptide sequence is RYSHWTKL. The binding affinity (normalized) is 0.0847. The MHC is HLA-A02:01 with pseudo-sequence HLA-A02:01. (2) The peptide sequence is GRSLEDDIR. The MHC is HLA-A01:01 with pseudo-sequence HLA-A01:01. The binding affinity (normalized) is 0.0847. (3) The peptide sequence is SPRSRNRSF. The MHC is HLA-B48:01 with pseudo-sequence HLA-B48:01. The binding affinity (normalized) is 0.0847. (4) The peptide sequence is APHHVVAVI. The MHC is Mamu-A2201 with pseudo-sequence Mamu-A2201. The binding affinity (normalized) is 0.412. (5) The peptide sequence is VMETENALF. The MHC is HLA-B58:01 with pseudo-sequence HLA-B58:01. The binding affinity (normalized) is 0. (6) The MHC is HLA-A02:03 with pseudo-sequence HLA-A02:03. The binding affinity (normalized) is 0. The peptide sequence is DVGCLLTDT.